From a dataset of Reaction yield outcomes from USPTO patents with 853,638 reactions. Predict the reaction yield, written as a fraction of the theoretical maximum amount of product (1.0 means a 100% yield; for example, 0.34 means a 34% yield). (1) The reactants are C[O:2][C:3](=[O:23])[C:4]1[C:5](=[C:10]([O:14][CH2:15][C:16]2[CH:21]=[CH:20][C:19]([Cl:22])=[CH:18][CH:17]=2)[CH:11]=[CH:12][CH:13]=1)[C:6]([O:8]C)=[O:7]. The catalyst is [OH-].[Na+]. The product is [Cl:22][C:19]1[CH:20]=[CH:21][C:16]([CH2:15][O:14][C:10]2[CH:11]=[CH:12][CH:13]=[C:4]([C:3]([OH:23])=[O:2])[C:5]=2[C:6]([OH:8])=[O:7])=[CH:17][CH:18]=1. The yield is 0.980. (2) The reactants are O[Li].O.[CH:4]1([C:7]#[C:8][C:9]2[O:13][N:12]=[C:11]([CH2:14][CH2:15][C@@:16]([CH3:26])([S:22]([CH3:25])(=[O:24])=[O:23])[C:17]([O:19]CC)=[O:18])[CH:10]=2)[CH2:6][CH2:5]1. The catalyst is C1COCC1.CO.O. The product is [CH:4]1([C:7]#[C:8][C:9]2[O:13][N:12]=[C:11]([CH2:14][CH2:15][C@@:16]([CH3:26])([S:22]([CH3:25])(=[O:23])=[O:24])[C:17]([OH:19])=[O:18])[CH:10]=2)[CH2:5][CH2:6]1. The yield is 1.00. (3) The reactants are [CH3:1][O:2][C:3]1[CH:4]=[C:5]([C:11]2[C:20](=O)[C:19]3[C:14](=[CH:15][C:16]([OH:24])=[C:17]([CH2:22][CH3:23])[CH:18]=3)[O:13][CH:12]=2)[CH:6]=[CH:7][C:8]=1[O:9][CH3:10].O.[NH2:26][NH2:27]. The catalyst is C(O)C. The product is [CH3:1][O:2][C:3]1[CH:4]=[C:5]([C:11]2[C:20]([C:19]3[CH:18]=[C:17]([CH2:22][CH3:23])[C:16]([OH:24])=[CH:15][C:14]=3[OH:13])=[N:26][NH:27][CH:12]=2)[CH:6]=[CH:7][C:8]=1[O:9][CH3:10]. The yield is 0.611.